Dataset: Catalyst prediction with 721,799 reactions and 888 catalyst types from USPTO. Task: Predict which catalyst facilitates the given reaction. (1) Product: [CH3:1][O:2][C:3](=[O:29])[CH2:4][CH2:5][CH:6]([NH:14][C:15]([C:17]1[CH:18]=[CH:19][C:20]([C:23]2[CH:24]=[CH:25][CH:26]=[CH:27][CH:28]=2)=[CH:21][CH:22]=1)=[O:16])[C:7]([OH:9])=[O:8]. The catalyst class is: 68. Reactant: [CH3:1][O:2][C:3](=[O:29])[CH2:4][CH2:5][CH:6]([NH:14][C:15]([C:17]1[CH:22]=[CH:21][C:20]([C:23]2[CH:28]=[CH:27][CH:26]=[CH:25][CH:24]=2)=[CH:19][CH:18]=1)=[O:16])[C:7]([O:9]C(C)(C)C)=[O:8].C(O)(C(F)(F)F)=O. (2) Reactant: CCN(C(C)C)C(C)C.[CH:10]1([N:15]2[CH:19]=[C:18]([C:20]([OH:22])=O)[N:17]=[N:16]2)[CH2:14][CH2:13][CH2:12][CH2:11]1.C1C=CC2N(O)N=NC=2C=1.CCN=C=NCCCN(C)C.Cl.[NH2:45][CH2:46][C:47]([N:49]1[CH2:54][CH2:53][N:52]([C:55](=[O:65])[C:56]2[CH:61]=[C:60]([F:62])[C:59]([F:63])=[C:58]([F:64])[CH:57]=2)[CH2:51][CH2:50]1)=[O:48].FC1C=C(C=C(F)C=1F)C(O)=O. Product: [O:48]=[C:47]([N:49]1[CH2:54][CH2:53][N:52]([C:55](=[O:65])[C:56]2[CH:57]=[C:58]([F:64])[C:59]([F:63])=[C:60]([F:62])[CH:61]=2)[CH2:51][CH2:50]1)[CH2:46][NH:45][C:20]([C:18]1[N:17]=[N:16][N:15]([CH:10]2[CH2:11][CH2:12][CH2:13][CH2:14]2)[CH:19]=1)=[O:22]. The catalyst class is: 18.